Task: Regression. Given a peptide amino acid sequence and an MHC pseudo amino acid sequence, predict their binding affinity value. This is MHC class I binding data.. Dataset: Peptide-MHC class I binding affinity with 185,985 pairs from IEDB/IMGT (1) The peptide sequence is PPIPMSRLFM. The MHC is HLA-B54:01 with pseudo-sequence HLA-B54:01. The binding affinity (normalized) is 0.153. (2) The peptide sequence is VSLVQRIL. The MHC is H-2-Kb with pseudo-sequence H-2-Kb. The binding affinity (normalized) is 0.630. (3) The peptide sequence is GWPDNYCEW. The MHC is HLA-A01:01 with pseudo-sequence HLA-A01:01. The binding affinity (normalized) is 0.0847. (4) The peptide sequence is RKLGWWLKL. The MHC is HLA-B15:17 with pseudo-sequence HLA-B15:17. The binding affinity (normalized) is 0.0847.